From a dataset of Forward reaction prediction with 1.9M reactions from USPTO patents (1976-2016). Predict the product of the given reaction. (1) Given the reactants [C:1]([NH:10][CH2:11][CH2:12][C:13]1[CH:20]=[CH:19][C:17]([OH:18])=[C:15]([OH:16])[CH:14]=1)(=[O:9])[CH2:2][CH2:3][CH2:4][CH2:5][CH2:6][CH2:7][CH3:8].[C:21]([O-:24])(=O)[CH3:22].[Na+].[C:26](OC(=O)C)(=[O:28])[CH3:27], predict the reaction product. The product is: [C:26]([O:16][C:15]1[CH:14]=[C:13]([CH2:12][CH2:11][NH:10][C:1](=[O:9])[CH2:2][CH2:3][CH2:4][CH2:5][CH2:6][CH2:7][CH3:8])[CH:20]=[CH:19][C:17]=1[O:18][C:21](=[O:24])[CH3:22])(=[O:28])[CH3:27]. (2) Given the reactants [CH3:1][CH:2]([N:4]1[C:8]2[N:9]=[C:10]([CH:16]3[CH2:18][CH2:17]3)[CH:11]=[C:12]([C:13]([OH:15])=O)[C:7]=2[CH:6]=[N:5]1)[CH3:3].[NH2:19][CH2:20][C:21]1[C:22](=[O:34])[NH:23][C:24]([CH3:33])=[CH:25][C:26]=1[C:27]1[CH:32]=[CH:31][CH:30]=[CH:29][CH:28]=1, predict the reaction product. The product is: [CH:16]1([C:10]2[CH:11]=[C:12]([C:13]([NH:19][CH2:20][C:21]3[C:22](=[O:34])[NH:23][C:24]([CH3:33])=[CH:25][C:26]=3[C:27]3[CH:32]=[CH:31][CH:30]=[CH:29][CH:28]=3)=[O:15])[C:7]3[CH:6]=[N:5][N:4]([CH:2]([CH3:1])[CH3:3])[C:8]=3[N:9]=2)[CH2:18][CH2:17]1. (3) The product is: [CH3:1][O:2][C:3]([C:5]1[CH:14]=[C:13]([C:12]#[C:13][CH2:14][CH2:5][CH2:3][O:2][CH2:37][C:31]2[CH:32]=[CH:33][CH:34]=[CH:35][CH:36]=2)[C:12]2[C:7](=[C:8]([O:23][CH2:24][C:25]3[CH:30]=[CH:29][CH:28]=[CH:27][CH:26]=3)[CH:9]=[CH:10][CH:11]=2)[N:6]=1)=[O:4]. Given the reactants [CH3:1][O:2][C:3]([C:5]1[CH:14]=[C:13](OS(C(F)(F)F)(=O)=O)[C:12]2[C:7](=[C:8]([O:23][CH2:24][C:25]3[CH:30]=[CH:29][CH:28]=[CH:27][CH:26]=3)[CH:9]=[CH:10][CH:11]=2)[N:6]=1)=[O:4].[C:31]1([C:37]#C)[CH:36]=[CH:35][CH:34]=[CH:33][CH:32]=1, predict the reaction product. (4) Given the reactants C1(P(C2CCCCC2)C2C=CC=CC=2C2C(C(C)C)=CC(C(C)C)=CC=2C(C)C)CCCCC1.Cl[C:36]1[C:41]2[O:42][C:43]3[C:44](=[N:45][CH:46]=[CH:47][CH:48]=3)[C:40]=2[CH:39]=[CH:38][CH:37]=1.[Br-].[N:50]1[CH:55]=[CH:54][CH:53]=[CH:52][C:51]=1[Zn+], predict the reaction product. The product is: [N:50]1[CH:55]=[CH:54][CH:53]=[CH:52][C:51]=1[C:36]1[C:41]2[O:42][C:43]3[C:44](=[N:45][CH:46]=[CH:47][CH:48]=3)[C:40]=2[CH:39]=[CH:38][CH:37]=1. (5) Given the reactants [C:1]([O:5][C:6]([NH:8][C@@H:9]([C:13]1[CH:18]=[CH:17][C:16]([OH:19])=[CH:15][CH:14]=1)[C:10]([OH:12])=[O:11])=[O:7])([CH3:4])([CH3:3])[CH3:2].C(=O)([O-])[O-].[K+].[K+].[CH2:26](Br)[C:27]1[CH:32]=[CH:31][CH:30]=[CH:29][CH:28]=1.O, predict the reaction product. The product is: [CH2:26]([O:11][C:10](=[O:12])[C@H:9]([C:13]1[CH:18]=[CH:17][C:16]([O:19][CH2:9][C:13]2[CH:18]=[CH:17][CH:16]=[CH:15][CH:14]=2)=[CH:15][CH:14]=1)[NH:8][C:6]([O:5][C:1]([CH3:4])([CH3:2])[CH3:3])=[O:7])[C:27]1[CH:32]=[CH:31][CH:30]=[CH:29][CH:28]=1. (6) Given the reactants [CH:1]1([N:6]2[CH2:11][CH2:10][N:9]([C:12]([C:14]3[CH:15]=[C:16]4[C:20](=[CH:21][CH:22]=3)[NH:19][C:18]([C:23](O)=[O:24])=[CH:17]4)=[O:13])[CH2:8][CH2:7]2)[CH2:5][CH2:4][CH2:3][CH2:2]1.Cl.F[B-](F)(F)F.N1(OC(N(C)C)=[N+](C)C)C2C=CC=CC=2N=N1.[CH:49]([CH:52]1[CH2:56][CH2:55][CH2:54][NH:53]1)([CH3:51])[CH3:50].C(N(CC)C(C)C)(C)C, predict the reaction product. The product is: [CH:1]1([N:6]2[CH2:7][CH2:8][N:9]([C:12]([C:14]3[CH:15]=[C:16]4[C:20](=[CH:21][CH:22]=3)[NH:19][C:18]([C:23]([N:53]3[CH2:54][CH2:55][CH2:56][CH:52]3[CH:49]([CH3:51])[CH3:50])=[O:24])=[CH:17]4)=[O:13])[CH2:10][CH2:11]2)[CH2:5][CH2:4][CH2:3][CH2:2]1. (7) Given the reactants [CH3:1][C:2]([CH3:19])([CH3:18])[CH2:3][N:4]1[C:12]2[C:7](=[N:8][C:9](/[CH:13]=[CH:14]/[CH3:15])=[CH:10][CH:11]=2)[N:6]([CH3:16])[C:5]1=[O:17].[N+](=[CH:22][C:23]([O:25][CH2:26][CH3:27])=[O:24])=[N-], predict the reaction product. The product is: [CH3:18][C:2]([CH3:1])([CH3:19])[CH2:3][N:4]1[C:12]2[C:7](=[N:8][C:9]([CH:13]3[CH:14]([CH3:15])[CH:22]3[C:23]([O:25][CH2:26][CH3:27])=[O:24])=[CH:10][CH:11]=2)[N:6]([CH3:16])[C:5]1=[O:17]. (8) Given the reactants [Cl:1][C:2]1[CH:18]=[CH:17][C:16]([Cl:19])=[CH:15][C:3]=1[O:4][C:5]1[N:13]=[CH:12][C:11]([F:14])=[CH:10][C:6]=1[C:7]([OH:9])=O.[CH2:20](N(C(C)C)C(C)C)C.CN(C(ON1N=NC2C=CC=NC1=2)=[N+](C)C)C.F[P-](F)(F)(F)(F)F.[NH2:53][C:54]1[C:55]([O:60][CH3:61])=[N:56][CH:57]=[CH:58][CH:59]=1.[H-].[Na+].IC, predict the reaction product. The product is: [Cl:1][C:2]1[CH:18]=[CH:17][C:16]([Cl:19])=[CH:15][C:3]=1[O:4][C:5]1[N:13]=[CH:12][C:11]([F:14])=[CH:10][C:6]=1[C:7]([N:53]([C:54]1[C:55]([O:60][CH3:61])=[N:56][CH:57]=[CH:58][CH:59]=1)[CH3:20])=[O:9].